Dataset: Experimentally validated miRNA-target interactions with 360,000+ pairs, plus equal number of negative samples. Task: Binary Classification. Given a miRNA mature sequence and a target amino acid sequence, predict their likelihood of interaction. (1) The miRNA is hsa-miR-4536-5p with sequence UGUGGUAGAUAUAUGCACGAU. The protein sequence of the target gene is MGRKSLYLLIVGILIAYYIYTPLPDNVEEPWRMMWINAHLKTIQNLATFVELLGLHHFMDSFKVVGSFDEVPPTSDENVTVTETKFNNILVRVYVPKRKSEALRRGLFYIHGGGWCVGSAALSGYDLLSRWTADRLDAVVVSTNYRLAPKYHFPIQFEDVYNALRWFLRKKVLAKYGVNPERIGISGDSAGGNLAAAVTQQLLDDPDVKIKLKIQSLIYPALQPLDVDLPSYQENSNFLFLSKSLMVRFWSEYFTTDRSLEKAMLSRQHVPVESSHLFKFVNWSSLLPERFIKGHVYNNP.... Result: 0 (no interaction). (2) The miRNA is hsa-miR-185-5p with sequence UGGAGAGAAAGGCAGUUCCUGA. The protein sequence of the target gene is MDFLLLGLCLYWLLRRPSGVVLCLLGACFQMLPAAPSGCPQLCRCEGRLLYCEALNLTEAPHNLSGLLGLSLRYNSLSELRAGQFTGLMQLTWLYLDHNHICSVQGDAFQKLRRVKELTLSSNQITQLPNTTFRPMPNLRSVDLSYNKLQALAPDLFHGLRKLTTLHMRANAIQFVPVRIFQDCRSLKFLDIGYNQLKSLARNSFAGLFKLTELHLEHNDLVKVNFAHFPRLISLHSLCLRRNKVAIVVSSLDWVWNLEKMDLSGNEIEYMEPHVFETVPHLQSLQLDSNRLTYIEPRIL.... Result: 0 (no interaction).